This data is from Full USPTO retrosynthesis dataset with 1.9M reactions from patents (1976-2016). The task is: Predict the reactants needed to synthesize the given product. The reactants are: Cl[C:2]1[CH:7]=[C:6]([S:8][C:9]2[C:18]3[C:13](=[CH:14][CH:15]=[CH:16][CH:17]=3)[C:12]([NH2:19])=[CH:11][CH:10]=2)[CH:5]=[CH:4][N:3]=1.[CH3:20][O:21][C:22]1[CH:27]=[C:26]([O:28][CH3:29])[CH:25]=[CH:24][C:23]=1[CH2:30][NH2:31]. Given the product [NH2:19][C:12]1[C:13]2[C:18](=[CH:17][CH:16]=[CH:15][CH:14]=2)[C:9]([S:8][C:6]2[CH:5]=[CH:4][N:3]=[C:2]([NH:31][CH2:30][C:23]3[CH:24]=[CH:25][C:26]([O:28][CH3:29])=[CH:27][C:22]=3[O:21][CH3:20])[CH:7]=2)=[CH:10][CH:11]=1, predict the reactants needed to synthesize it.